Dataset: NCI-60 drug combinations with 297,098 pairs across 59 cell lines. Task: Regression. Given two drug SMILES strings and cell line genomic features, predict the synergy score measuring deviation from expected non-interaction effect. Drug 1: CC1C(C(CC(O1)OC2CC(OC(C2O)C)OC3=CC4=CC5=C(C(=O)C(C(C5)C(C(=O)C(C(C)O)O)OC)OC6CC(C(C(O6)C)O)OC7CC(C(C(O7)C)O)OC8CC(C(C(O8)C)O)(C)O)C(=C4C(=C3C)O)O)O)O. Drug 2: CN(CCCl)CCCl.Cl. Cell line: KM12. Synergy scores: CSS=35.2, Synergy_ZIP=-2.72, Synergy_Bliss=-0.466, Synergy_Loewe=-19.5, Synergy_HSA=-6.50.